This data is from Full USPTO retrosynthesis dataset with 1.9M reactions from patents (1976-2016). The task is: Predict the reactants needed to synthesize the given product. (1) Given the product [CH:1]([OH:3])=[O:2].[CH2:44]([N:11]([C:10]1[C:5]([NH2:4])=[N:6][C:7]([C:17]2[N:18]=[C:19]([CH2:26][C:27]3[CH:32]=[CH:31][CH:30]=[CH:29][C:28]=3[F:33])[N:20]3[C:25]=2[CH:24]=[CH:23][CH:22]=[N:21]3)=[N:8][C:9]=1[NH2:16])[C:12](=[O:15])[O:13][CH3:14])[C:45]1[CH:50]=[CH:49][CH:48]=[CH:47][CH:46]=1, predict the reactants needed to synthesize it. The reactants are: [CH:1]([OH:3])=[O:2].[NH2:4][C:5]1[C:10]([NH:11][C:12](=[O:15])[O:13][CH3:14])=[C:9]([NH2:16])[N:8]=[C:7]([C:17]2[N:18]=[C:19]([CH2:26][C:27]3[CH:32]=[CH:31][CH:30]=[CH:29][C:28]=3[F:33])[N:20]3[C:25]=2[CH:24]=[CH:23][CH:22]=[N:21]3)[N:6]=1.C[Si]([N-][Si](C)(C)C)(C)C.[Na+].[CH2:44](Br)[C:45]1[CH:50]=[CH:49][CH:48]=[CH:47][CH:46]=1. (2) Given the product [Cl:31][C:32]1[CH:39]=[CH:38][CH:37]=[C:34]([C:35]#[N:36])[C:33]=1[N:40]1[C:44]2=[N:45][CH:46]=[N:47][C:48]([O:29][C@@H:12]([CH2:13][O:14][C@H:15]([CH3:28])[CH2:16][O:17][Si:18]([CH:25]([CH3:27])[CH3:26])([CH:19]([CH3:21])[CH3:20])[CH:22]([CH3:23])[CH3:24])[C:11]([NH:10][C:7]3[CH:6]=[CH:5][C:4]([Cl:3])=[CH:9][N:8]=3)=[O:30])=[C:43]2[CH:42]=[N:41]1, predict the reactants needed to synthesize it. The reactants are: [H-].[Na+].[Cl:3][C:4]1[CH:5]=[CH:6][C:7]([NH:10][C:11](=[O:30])[C@@H:12]([OH:29])[CH2:13][O:14][C@H:15]([CH3:28])[CH2:16][O:17][Si:18]([CH:25]([CH3:27])[CH3:26])([CH:22]([CH3:24])[CH3:23])[CH:19]([CH3:21])[CH3:20])=[N:8][CH:9]=1.[Cl:31][C:32]1[C:33]([N:40]2[C:44]3=[N:45][CH:46]=[N:47][C:48](Cl)=[C:43]3[CH:42]=[N:41]2)=[C:34]([CH:37]=[CH:38][CH:39]=1)[C:35]#[N:36].C(O)(=O)CC(CC(O)=O)(C(O)=O)O. (3) Given the product [O:1]=[CH:2][CH2:3][CH2:4][C:5]1[CH:10]=[CH:9][C:8]([C:11]2[C:12]([C:17]([O:19][CH2:37][C:36]3[CH:35]=[CH:34][CH:33]=[CH:32][CH:31]=3)=[O:18])=[N:13][CH:14]=[CH:15][CH:16]=2)=[CH:7][CH:6]=1, predict the reactants needed to synthesize it. The reactants are: [OH:1][CH2:2][CH2:3][CH2:4][C:5]1[CH:10]=[CH:9][C:8]([C:11]2[C:12]([C:17]([O-:19])=[O:18])=[N:13][CH:14]=[CH:15][CH:16]=2)=[CH:7][CH:6]=1.N1C=CC=CC=1.CC(OI1(OC(C)=O)(OC(C)=O)O[C:37](=O)[C:36]2[CH:35]=[CH:34][CH:33]=[CH:32][C:31]1=2)=O. (4) Given the product [CH3:1][O:2][C:3](=[O:28])[CH2:4][O:5][CH2:6][C:7]#[C:8][CH2:9][N:10]1[C@@H:15]([CH2:16][CH2:17][C:18](=[O:26])[CH2:19][C:20]2[CH:25]=[CH:24][CH:23]=[CH:22][CH:21]=2)[CH2:14][CH2:13][CH2:12][C:11]1=[O:27], predict the reactants needed to synthesize it. The reactants are: [CH3:1][O:2][C:3](=[O:28])[CH2:4][O:5][CH2:6][C:7]#[C:8][CH2:9][N:10]1[C@@H:15](/[CH:16]=[CH:17]/[C:18](=[O:26])[CH2:19][C:20]2[CH:25]=[CH:24][CH:23]=[CH:22][CH:21]=2)[CH2:14][CH2:13][CH2:12][C:11]1=[O:27].